From a dataset of NCI-60 drug combinations with 297,098 pairs across 59 cell lines. Regression. Given two drug SMILES strings and cell line genomic features, predict the synergy score measuring deviation from expected non-interaction effect. Drug 1: COC1=C(C=C2C(=C1)N=CN=C2NC3=CC(=C(C=C3)F)Cl)OCCCN4CCOCC4. Drug 2: CN1C2=C(C=C(C=C2)N(CCCl)CCCl)N=C1CCCC(=O)O.Cl. Cell line: A498. Synergy scores: CSS=29.5, Synergy_ZIP=-3.42, Synergy_Bliss=-0.000878, Synergy_Loewe=-13.8, Synergy_HSA=-0.149.